The task is: Predict the reaction yield, written as a fraction of the theoretical maximum amount of product (1.0 means a 100% yield; for example, 0.34 means a 34% yield).. This data is from Reaction yield outcomes from USPTO patents with 853,638 reactions. (1) The reactants are [CH3:1][O:2][CH2:3][CH:4]([C:6]([OH:8])=[O:7])[NH2:5].[O:9]1CC[CH2:11][CH2:10]1.C(OC(=O)C)(=O)C. The catalyst is O. The product is [C:10]([NH:5][CH:4]([C:6]([OH:8])=[O:7])[CH2:3][O:2][CH3:1])(=[O:9])[CH3:11]. The yield is 0.900. (2) The reactants are [C:1](Cl)(=[O:3])[CH3:2].C(N(CC)CC)C.[Br:12][C:13]1[C:18]([O:19][CH2:20][CH3:21])=[CH:17][C:16]([OH:22])=[C:15]([CH2:23][CH3:24])[CH:14]=1. The catalyst is C(Cl)Cl. The product is [Br:12][C:13]1[C:18]([O:19][CH2:20][CH3:21])=[CH:17][C:16]([O:22][C:1](=[O:3])[CH3:2])=[C:15]([CH2:23][CH3:24])[CH:14]=1. The yield is 0.530. (3) The reactants are Br[C:2]1[CH:3]=[CH:4][C:5]([O:8][C:9]2[CH:14]=[CH:13][C:12]([Cl:15])=[C:11]([Cl:16])[CH:10]=2)=[N:6][CH:7]=1.N12CCCN=C1CCCCC2.[CH:28]1([N:31]2[CH2:36][CH2:35][NH:34][CH2:33][CH2:32]2)[CH2:30][CH2:29]1.C1C[O:40][CH2:39]C1. No catalyst specified. The product is [Cl:16][C:11]1[CH:10]=[C:9]([CH:14]=[CH:13][C:12]=1[Cl:15])[O:8][C:5]1[N:6]=[CH:7][C:2]([C:39]([N:34]2[CH2:33][CH2:32][N:31]([CH:28]([CH3:29])[CH3:30])[CH2:36][CH2:35]2)=[O:40])=[CH:3][CH:4]=1. The yield is 0.760. (4) The reactants are [CH2:1]([O:4][C:5]1[CH:10]=[CH:9][C:8]([CH2:11][SH:12])=[CH:7][CH:6]=1)[CH:2]=[CH2:3].[N:13]1([CH2:18][CH2:19]OS(C2C=CC(C)=CC=2)(=O)=O)[CH:17]=[CH:16][N:15]=[N:14]1.[H-].[Na+]. The catalyst is CN(C)C=O. The product is [CH2:1]([O:4][C:5]1[CH:10]=[CH:9][C:8]([CH2:11][S:12][CH2:19][CH2:18][N:13]2[CH:17]=[CH:16][N:15]=[N:14]2)=[CH:7][CH:6]=1)[CH:2]=[CH2:3]. The yield is 0.860. (5) The reactants are [NH2:1][C:2]1[N:7]([C:8]2[CH:13]=[CH:12][C:11]([I:14])=[CH:10][C:9]=2[F:15])[C:6](=[O:16])[N:5]([CH:17]2[CH2:19][CH2:18]2)[C:4](=[O:20])[CH:3]=1.[CH3:21][N:22]([CH3:25])[CH:23]=O.COC(OC)N(C)C.C(O)(C)C. The catalyst is O. The product is [CH:17]1([N:5]2[C:4](=[O:20])[CH:3]=[C:2]([N:1]=[CH:21][N:22]([CH3:25])[CH3:23])[N:7]([C:8]3[CH:13]=[CH:12][C:11]([I:14])=[CH:10][C:9]=3[F:15])[C:6]2=[O:16])[CH2:18][CH2:19]1. The yield is 0.920.